From a dataset of Forward reaction prediction with 1.9M reactions from USPTO patents (1976-2016). Predict the product of the given reaction. (1) The product is: [Br:7][C:8]1[N:9]=[C:10]([NH:37][CH2:33][CH:34]([CH3:36])[CH3:35])[C:11]2[N:12]([C:14]([C:17]3[CH:28]=[CH:27][C:20]([C:21]([NH:23][CH:24]4[CH2:26][CH2:25]4)=[O:22])=[CH:19][CH:18]=3)=[CH:15][N:16]=2)[CH:13]=1. Given the reactants CC(N(C)C)=O.[Br:7][C:8]1[N:9]=[C:10](S(C)(=O)=O)[C:11]2[N:12]([C:14]([C:17]3[CH:28]=[CH:27][C:20]([C:21]([NH:23][CH:24]4[CH2:26][CH2:25]4)=[O:22])=[CH:19][CH:18]=3)=[CH:15][N:16]=2)[CH:13]=1.[CH2:33]([NH2:37])[CH:34]([CH3:36])[CH3:35].O, predict the reaction product. (2) Given the reactants Cl[C:2]1[N:7]=[C:6]([C:8]2[S:12][C:11]([N:13]3[CH2:18][CH2:17][O:16][CH2:15][CH2:14]3)=[N:10][C:9]=2[C:19]2[C:20]([O:37][CH3:38])=[C:21]([NH:25][S:26]([C:29]3[C:34]([F:35])=[CH:33][CH:32]=[CH:31][C:30]=3[F:36])(=[O:28])=[O:27])[CH:22]=[CH:23][CH:24]=2)[CH:5]=[CH:4][N:3]=1.[CH2:39]([NH2:43])[CH:40]([CH3:42])[CH3:41], predict the reaction product. The product is: [F:36][C:30]1[CH:31]=[CH:32][CH:33]=[C:34]([F:35])[C:29]=1[S:26]([NH:25][C:21]1[CH:22]=[CH:23][CH:24]=[C:19]([C:9]2[N:10]=[C:11]([N:13]3[CH2:18][CH2:17][O:16][CH2:15][CH2:14]3)[S:12][C:8]=2[C:6]2[CH:5]=[CH:4][N:3]=[C:2]([NH:43][CH2:39][CH:40]([CH3:42])[CH3:41])[N:7]=2)[C:20]=1[O:37][CH3:38])(=[O:28])=[O:27].